Task: Predict the reactants needed to synthesize the given product.. Dataset: Full USPTO retrosynthesis dataset with 1.9M reactions from patents (1976-2016) (1) The reactants are: COC(=O)CC1C=C([S:11](Cl)(=[O:13])=[O:12])C=CC=1C.[NH:17]1[CH2:22][CH2:21][NH:20][CH2:19][CH2:18]1.C([N:25](CC)CC)C. Given the product [N:17]1([S:11]([NH2:25])(=[O:12])=[O:13])[CH2:22][CH2:21][NH:20][CH2:19][CH2:18]1, predict the reactants needed to synthesize it. (2) Given the product [CH:1]([C@H:3]1[CH2:8][CH2:7][C@H:6]([C:9]([O:11][CH3:12])=[O:10])[CH2:5][CH2:4]1)=[CH2:2], predict the reactants needed to synthesize it. The reactants are: [CH:1]([C@H:3]1[CH2:8][CH2:7][C@H:6]([C:9]([OH:11])=[O:10])[CH2:5][CH2:4]1)=[CH2:2].[CH3:12][Si](Cl)(C)C.